This data is from Forward reaction prediction with 1.9M reactions from USPTO patents (1976-2016). The task is: Predict the product of the given reaction. Given the reactants [Cl:1][C:2]1[CH:7]=[C:6]([N:8]2[CH2:13][CH2:12][N:11]([C:14]([C:16]3[CH:21]=[C:20]([S:22]([CH3:25])(=[O:24])=[O:23])[CH:19]=[CH:18][C:17]=3[C:26]3[CH:31]=[CH:30][CH:29]=[CH:28][CH:27]=3)=[O:15])[CH2:10][CH2:9]2)[CH:5]=[C:4]([Cl:32])[C:3]=1[OH:33].C1(P(C2C=CC=CC=2)C2C=CC=CC=2)C=CC=CC=1.N(C(OC(C)C)=O)=NC(OC(C)C)=O.O[CH2:68][CH2:69][N:70]([CH3:72])[CH3:71], predict the reaction product. The product is: [Cl:1][C:2]1[CH:7]=[C:6]([N:8]2[CH2:9][CH2:10][N:11]([C:14]([C:16]3[CH:21]=[C:20]([S:22]([CH3:25])(=[O:24])=[O:23])[CH:19]=[CH:18][C:17]=3[C:26]3[CH:31]=[CH:30][CH:29]=[CH:28][CH:27]=3)=[O:15])[CH2:12][CH2:13]2)[CH:5]=[C:4]([Cl:32])[C:3]=1[O:33][CH2:68][CH2:69][N:70]([CH3:72])[CH3:71].